Dataset: Reaction yield outcomes from USPTO patents with 853,638 reactions. Task: Predict the reaction yield, written as a fraction of the theoretical maximum amount of product (1.0 means a 100% yield; for example, 0.34 means a 34% yield). (1) The reactants are [Cl:1][C:2]1[CH:11]=[C:10]([C:12]([O:14]C)=[O:13])[CH:9]=[C:8]([F:16])[C:3]=1[C:4]([O:6][CH3:7])=[O:5].[OH-].[Na+]. The catalyst is O1CCCC1. The product is [Cl:1][C:2]1[CH:11]=[C:10]([CH:9]=[C:8]([F:16])[C:3]=1[C:4]([O:6][CH3:7])=[O:5])[C:12]([OH:14])=[O:13]. The yield is 0.950. (2) The reactants are [NH2:1][C:2]([C:11]1[O:12][CH:13]=[CH:14][CH:15]=1)=[C:3]([C:6](=[O:10])[CH2:7][C:8]#[N:9])[C:4]#[N:5].CC[O-].[Na+]. The catalyst is C(O)C. The yield is 0.930. The product is [NH2:9][C:8]1[NH:1][C:2]([C:11]2[O:12][CH:13]=[CH:14][CH:15]=2)=[C:3]([C:4]#[N:5])[C:6](=[O:10])[CH:7]=1. (3) The reactants are Br[C:2]1[CH:7]=[CH:6][C:5]([C:8](=[C:16]2[CH2:23][CH2:22][CH2:21][CH2:20][CH2:19][CH2:18][CH2:17]2)[C:9]2[CH:14]=[CH:13][C:12]([OH:15])=[CH:11][CH:10]=2)=[CH:4][CH:3]=1.[CH3:24][C:25]1[C:29](B(O)O)=[C:28]([CH3:33])[O:27][N:26]=1.C([O-])([O-])=O.[Na+].[Na+]. The catalyst is Cl[Pd](Cl)([P](C1C=CC=CC=1)(C1C=CC=CC=1)C1C=CC=CC=1)[P](C1C=CC=CC=1)(C1C=CC=CC=1)C1C=CC=CC=1.C1COCC1.O. The product is [C:16]1(=[C:8]([C:5]2[CH:6]=[CH:7][C:2]([C:29]3[C:25]([CH3:24])=[N:26][O:27][C:28]=3[CH3:33])=[CH:3][CH:4]=2)[C:9]2[CH:14]=[CH:13][C:12]([OH:15])=[CH:11][CH:10]=2)[CH2:17][CH2:18][CH2:19][CH2:20][CH2:21][CH2:22][CH2:23]1. The yield is 0.770. (4) The reactants are [C:1]([CH2:3][CH2:4][CH2:5][CH2:6][C:7]([O:9][CH3:10])=[O:8])#[N:2].[Cl-].C([NH+](CC)CC)C.[N-:19]=[N+:20]=[N-:21].[Na+].O. The catalyst is C1(C)C=CC=CC=1. The product is [NH:2]1[C:1]([CH2:3][CH2:4][CH2:5][CH2:6][C:7]([O:9][CH3:10])=[O:8])=[N:21][N:20]=[N:19]1. The yield is 0.680.